This data is from Reaction yield outcomes from USPTO patents with 853,638 reactions. The task is: Predict the reaction yield, written as a fraction of the theoretical maximum amount of product (1.0 means a 100% yield; for example, 0.34 means a 34% yield). The reactants are [NH2:1][C:2]1[S:3][C:4]([C:8]([O:10][CH2:11][CH3:12])=[O:9])=[C:5]([CH3:7])[N:6]=1.N1C=CC=CC=1.[C:19](Cl)(=[O:26])[C:20]1[CH:25]=[CH:24][CH:23]=[CH:22][CH:21]=1. The catalyst is ClCCl. The product is [C:19]([NH:1][C:2]1[S:3][C:4]([C:8]([O:10][CH2:11][CH3:12])=[O:9])=[C:5]([CH3:7])[N:6]=1)(=[O:26])[C:20]1[CH:25]=[CH:24][CH:23]=[CH:22][CH:21]=1. The yield is 0.970.